This data is from Forward reaction prediction with 1.9M reactions from USPTO patents (1976-2016). The task is: Predict the product of the given reaction. (1) Given the reactants Br[C:2]1[CH:7]=[CH:6][N:5]=[CH:4][C:3]=1[C:8]1[CH:9]=[C:10]2[C:14](=[CH:15][CH:16]=1)[NH:13][CH:12]=[C:11]2[CH:17]=[O:18].[OH:19][C:20]1[CH:25]=[CH:24][CH:23]=[CH:22][C:21]=1B(O)O, predict the reaction product. The product is: [OH:19][C:20]1[CH:25]=[CH:24][CH:23]=[CH:22][C:21]=1[C:6]1[N:5]=[CH:4][C:3]([C:8]2[CH:9]=[C:10]3[C:14](=[CH:15][CH:16]=2)[NH:13][CH:12]=[C:11]3[CH:17]=[O:18])=[CH:2][CH:7]=1. (2) Given the reactants [Cl:1][C:2]1[C:3]([OH:26])=[C:4]([CH2:12][N:13]2[CH2:18][CH2:17][N:16]([C:19]([O:21][C:22]([CH3:25])([CH3:24])[CH3:23])=[O:20])[CH2:15][CH2:14]2)[C:5]2[O:9][CH2:8][C:7](=[O:10])[C:6]=2[CH:11]=1.[NH:27]1[C:35]2[C:30](=[CH:31][CH:32]=[CH:33][CH:34]=2)[C:29]([CH:36]=O)=[N:28]1.N1CCCCC1, predict the reaction product. The product is: [NH:27]1[C:35]2[C:30](=[CH:31][CH:32]=[CH:33][CH:34]=2)[C:29](/[CH:36]=[C:8]2\[O:9][C:5]3[C:4]([CH2:12][N:13]4[CH2:18][CH2:17][N:16]([C:19]([O:21][C:22]([CH3:23])([CH3:25])[CH3:24])=[O:20])[CH2:15][CH2:14]4)=[C:3]([OH:26])[C:2]([Cl:1])=[CH:11][C:6]=3[C:7]\2=[O:10])=[N:28]1. (3) Given the reactants [CH3:1][C:2]1[CH:9]=[CH:8][C:5]([C:6]#[N:7])=[CH:4][C:3]=1[C:10]([F:13])([F:12])[F:11].[Br:14]N1C(=O)CCC1=O.C(OOC(=O)C1C=CC=CC=1)(=O)C1C=CC=CC=1.O, predict the reaction product. The product is: [Br:14][CH2:1][C:2]1[CH:9]=[CH:8][C:5]([C:6]#[N:7])=[CH:4][C:3]=1[C:10]([F:11])([F:12])[F:13].